Task: Predict the reaction yield, written as a fraction of the theoretical maximum amount of product (1.0 means a 100% yield; for example, 0.34 means a 34% yield).. Dataset: Reaction yield outcomes from USPTO patents with 853,638 reactions (1) The reactants are [OH:1][C@H:2]1[CH2:19][CH2:18][C@@:17]2([CH3:20])[C@@H:4]([CH2:5][CH2:6][C@:7]3([CH3:38])[C@@H:16]2[CH2:15][CH2:14][C@H:13]2[C@@:8]3([CH3:37])[CH2:9][CH2:10][C@@:11]3([C:27]([O:29][CH2:30][C:31]4[CH:36]=[CH:35][CH:34]=[CH:33][CH:32]=4)=[O:28])[CH2:23][CH2:22][C@@H:21]([C:24]([CH3:26])=[CH2:25])[C@@H:12]32)[C:3]1([CH3:40])[CH3:39].C1C=C[NH+]=CC=1.[O-][Cr](Cl)(=O)=O. The catalyst is ClCCl. The product is [CH3:37][C@:8]12[C@@:7]3([CH3:38])[C@@H:16]([C@:17]4([CH3:20])[C@@H:4]([CH2:5][CH2:6]3)[C:3]([CH3:39])([CH3:40])[C:2](=[O:1])[CH2:19][CH2:18]4)[CH2:15][CH2:14][C@@H:13]1[C@H:12]1[C@H:21]([C:24]([CH3:26])=[CH2:25])[CH2:22][CH2:23][C@:11]1([C:27]([O:29][CH2:30][C:31]1[CH:32]=[CH:33][CH:34]=[CH:35][CH:36]=1)=[O:28])[CH2:10][CH2:9]2. The yield is 0.980. (2) The catalyst is CO.[Pd]. The yield is 0.910. The reactants are [CH3:1][C:2]1[N:7]=[C:6]([C:8]2[NH:12][C:11]([CH2:13][C:14]3[CH:19]=[CH:18][CH:17]=[C:16]([N+:20]([O-])=O)[CH:15]=3)=[N:10][C:9]=2[C:23]2[CH:24]=[C:25]3[C:30](=[CH:31][CH:32]=2)[N:29]=[CH:28][CH:27]=[CH:26]3)[CH:5]=[CH:4][CH:3]=1. The product is [CH3:1][C:2]1[N:7]=[C:6]([C:8]2[NH:12][C:11]([CH2:13][C:14]3[CH:19]=[CH:18][CH:17]=[C:16]([N:20]4[CH2:4][CH2:3][CH2:2][CH2:1]4)[CH:15]=3)=[N:10][C:9]=2[C:23]2[CH:24]=[C:25]3[C:30](=[CH:31][CH:32]=2)[N:29]=[CH:28][CH:27]=[CH:26]3)[CH:5]=[CH:4][CH:3]=1. (3) The reactants are [C:1]([O:5][C:6]([NH:8][C:9]1[C:10]([C:31]([N:33]2[CH2:37][CH2:36][CH2:35][C@H:34]2[CH2:38][OH:39])=[O:32])=[CH:11][C:12]([O:29][CH3:30])=[C:13]([CH:28]=1)[O:14][CH2:15][CH2:16][CH2:17][CH2:18][CH2:19][C:20]([O:22][CH2:23][C:24]([Cl:27])([Cl:26])[Cl:25])=[O:21])=[O:7])([CH3:4])([CH3:3])[CH3:2].[C:40](OC(=O)C)(=[O:42])[CH3:41].C(N(CC)CC)C.CO. The catalyst is C(Cl)Cl.C(OCC)(=O)C. The product is [C:40]([O:39][CH2:38][C@@H:34]1[CH2:35][CH2:36][CH2:37][N:33]1[C:31]([C:10]1[C:9]([NH:8][C:6]([O:5][C:1]([CH3:4])([CH3:3])[CH3:2])=[O:7])=[CH:28][C:13]([O:14][CH2:15][CH2:16][CH2:17][CH2:18][CH2:19][C:20]([O:22][CH2:23][C:24]([Cl:27])([Cl:25])[Cl:26])=[O:21])=[C:12]([O:29][CH3:30])[CH:11]=1)=[O:32])(=[O:42])[CH3:41]. The yield is 1.00. (4) The reactants are [N+:1]([C:4]1[CH:5]=[C:6]2[C:10](=[CH:11][CH:12]=1)[NH:9][CH:8]=[CH:7]2)([O-:3])=[O:2].[Al+3].[Cl-].[Cl-].[Cl-].Br[C:18]([CH3:21])([CH3:20])[CH3:19]. The catalyst is C(Cl)Cl. The product is [C:18]([C:7]1[C:6]2[C:10](=[CH:11][CH:12]=[C:4]([N+:1]([O-:3])=[O:2])[CH:5]=2)[NH:9][CH:8]=1)([CH3:21])([CH3:20])[CH3:19]. The yield is 0.310. (5) The reactants are [F:1][C:2]1[CH:9]=[C:8]([C:10]([F:13])([F:12])[F:11])[CH:7]=[CH:6][C:3]=1[CH:4]=O.[CH3:14][C:15]([S@@:18]([NH2:20])=[O:19])([CH3:17])[CH3:16]. No catalyst specified. The product is [F:1][C:2]1[CH:9]=[C:8]([C:10]([F:13])([F:12])[F:11])[CH:7]=[CH:6][C:3]=1/[CH:4]=[N:20]/[S@:18]([C:15]([CH3:17])([CH3:16])[CH3:14])=[O:19]. The yield is 0.950. (6) The reactants are [CH3:1][O:2][C:3](=[O:29])[C:4]([S:20]([C:23]1[CH:28]=[CH:27][CH:26]=[CH:25][CH:24]=1)(=[O:22])=[O:21])([CH:6]1[CH2:18][CH2:17][C:16]2[C:15]3[C:10](=[CH:11][CH:12]=[C:13]([Br:19])[CH:14]=3)[NH:9][C:8]=2[CH2:7]1)[CH3:5].[C:30]([O:34][C:35](=O)[O:36]C(C)(C)C)([CH3:33])([CH3:32])[CH3:31].CCOC(C)=O.C([O-])(O)=O.[Na+]. The catalyst is C1COCC1.CN(C1C=CN=CC=1)C. The product is [C:30]([O:34][C:35]([N:9]1[C:8]2[CH2:7][CH:6]([C:4]([S:20]([C:23]3[CH:24]=[CH:25][CH:26]=[CH:27][CH:28]=3)(=[O:22])=[O:21])([C:3]([O:2][CH3:1])=[O:29])[CH3:5])[CH2:18][CH2:17][C:16]=2[C:15]2[C:10]1=[CH:11][CH:12]=[C:13]([Br:19])[CH:14]=2)=[O:36])([CH3:33])([CH3:32])[CH3:31]. The yield is 0.900.